This data is from Forward reaction prediction with 1.9M reactions from USPTO patents (1976-2016). The task is: Predict the product of the given reaction. The product is: [CH2:1]([C@H:8]1[CH2:12][NH:11][CH2:10][C@@H:9]1[CH2:13][N:14]([CH2:15][CH2:16][C:17]1[CH:18]=[CH:19][CH:20]=[CH:21][CH:22]=1)[C:24]1[CH:25]=[CH:26][CH:27]=[CH:28][CH:29]=1)[C:2]1[CH:3]=[CH:4][CH:5]=[CH:6][CH:7]=1. Given the reactants [CH2:1]([C@H:8]1[CH2:12][NH:11][CH2:10][C@@H:9]1[CH2:13][N:14]([C:24]1[CH:29]=[CH:28][CH:27]=[CH:26][CH:25]=1)[C:15](=O)[CH2:16][C:17]1[CH:22]=[CH:21][CH:20]=[CH:19][CH:18]=1)[C:2]1[CH:7]=[CH:6][CH:5]=[CH:4][CH:3]=1.S(C)C, predict the reaction product.